This data is from Reaction yield outcomes from USPTO patents with 853,638 reactions. The task is: Predict the reaction yield, written as a fraction of the theoretical maximum amount of product (1.0 means a 100% yield; for example, 0.34 means a 34% yield). (1) The reactants are C[O:2][C:3]1[CH:12]=[C:11]([CH3:13])[C:10]2[NH:9][C:8](=[O:14])[C:7]3[S:15][CH:16]=[CH:17][C:6]=3[C:5]=2[C:4]=1[C:18]1[CH:23]=[CH:22][C:21]([C@H:24]([NH:26]C(=O)OC(C)(C)C)[CH3:25])=[CH:20][CH:19]=1.BrB(Br)Br. No catalyst specified. The product is [NH2:26][C@@H:24]([C:21]1[CH:20]=[CH:19][C:18]([C:4]2[C:5]3[C:6]4[CH:17]=[CH:16][S:15][C:7]=4[C:8](=[O:14])[NH:9][C:10]=3[C:11]([CH3:13])=[CH:12][C:3]=2[OH:2])=[CH:23][CH:22]=1)[CH3:25]. The yield is 0.510. (2) The reactants are [CH:1]([NH2:14])([C:8]1[CH:13]=[CH:12][CH:11]=[CH:10][CH:9]=1)[C:2]1[CH:7]=[CH:6][CH:5]=[CH:4][CH:3]=1.[CH3:15][Si:16]([CH2:19]Cl)([CH3:18])[CH3:17]. The catalyst is C(#N)C. The product is [C:2]1([CH:1]([C:8]2[CH:9]=[CH:10][CH:11]=[CH:12][CH:13]=2)[NH:14][CH2:15][Si:16]([CH3:19])([CH3:18])[CH3:17])[CH:7]=[CH:6][CH:5]=[CH:4][CH:3]=1. The yield is 0.300. (3) The reactants are [CH2:1]([C:3]1[CH:8]=[CH:7][C:6]([OH:9])=[C:5]([O:10][C:11]2[CH:16]=[CH:15][CH:14]=[CH:13][CH:12]=2)[CH:4]=1)[CH3:2].[CH3:17][O:18][C:19](=[O:39])[CH2:20][CH2:21][C:22]1[CH:27]=[CH:26][C:25]([O:28][CH2:29][CH2:30][C@@H:31](OS(C)(=O)=O)[CH3:32])=[CH:24][C:23]=1[CH3:38].C([O-])([O-])=O.[Cs+].[Cs+].Cl. The catalyst is CN(C=O)C.O. The product is [CH3:17][O:18][C:19](=[O:39])[CH2:20][CH2:21][C:22]1[CH:27]=[CH:26][C:25]([O:28][CH2:29][CH2:30][C@H:31]([O:9][C:6]2[CH:7]=[CH:8][C:3]([CH2:1][CH3:2])=[CH:4][C:5]=2[O:10][C:11]2[CH:16]=[CH:15][CH:14]=[CH:13][CH:12]=2)[CH3:32])=[CH:24][C:23]=1[CH3:38]. The yield is 0.640.